The task is: Regression/Classification. Given a drug SMILES string, predict its toxicity properties. Task type varies by dataset: regression for continuous values (e.g., LD50, hERG inhibition percentage) or binary classification for toxic/non-toxic outcomes (e.g., AMES mutagenicity, cardiotoxicity, hepatotoxicity). Dataset: herg_karim.. This data is from hERG potassium channel inhibition data for cardiac toxicity prediction from Karim et al.. (1) The drug is CNCc1cc(Cl)ccc1Oc1ccc(C)c(C)c1. The result is 1 (blocker). (2) The molecule is C[NH2+]CCCC1c2ccccc2C=Cc2ccccc21. The result is 1 (blocker).